From a dataset of Reaction yield outcomes from USPTO patents with 853,638 reactions. Predict the reaction yield, written as a fraction of the theoretical maximum amount of product (1.0 means a 100% yield; for example, 0.34 means a 34% yield). (1) The reactants are [C:1]([O:5][C:6](=[O:25])[N:7]([CH:9]1[CH2:14][CH2:13][CH2:12][CH:11]([C:15]2[C:23]3[C:18](=[CH:19][CH:20]=[C:21]([NH2:24])[CH:22]=3)[NH:17][CH:16]=2)[CH2:10]1)[CH3:8])([CH3:4])([CH3:3])[CH3:2].I.[S:27]1[CH:31]=[CH:30][CH:29]=[C:28]1[C:32](SC)=[NH:33]. The catalyst is CCO. The product is [CH3:8][N:7]([CH:9]1[CH2:14][CH2:13][CH2:12][CH:11]([C:15]2[C:23]3[C:18](=[CH:19][CH:20]=[C:21]([NH:24][C:32]([C:28]4[S:27][CH:31]=[CH:30][CH:29]=4)=[NH:33])[CH:22]=3)[NH:17][CH:16]=2)[CH2:10]1)[C:6](=[O:25])[O:5][C:1]([CH3:4])([CH3:2])[CH3:3]. The yield is 0.750. (2) The reactants are [NH2:1][C:2]1[CH:10]=[CH:9][CH:8]=[C:7]([CH3:11])[C:3]=1[C:4]([OH:6])=O.O=S(Cl)Cl.[Cl:16][C:17]1[CH:23]=[CH:22][CH:21]=[CH:20][C:18]=1[NH2:19].C(Cl)(Cl)Cl. The catalyst is C1C=CC=CC=1. The product is [NH2:1][C:2]1[CH:10]=[CH:9][CH:8]=[C:7]([CH3:11])[C:3]=1[C:4]([NH:19][C:18]1[CH:20]=[CH:21][CH:22]=[CH:23][C:17]=1[Cl:16])=[O:6]. The yield is 0.510. (3) The reactants are [C:1]([O:5][C:6]([N:8]1[CH2:13][CH2:12][CH:11]([C:14]2[CH:19]=[CH:18][C:17]([NH2:20])=[C:16]([C:21]3[CH2:26][CH2:25][C:24]([CH3:28])([CH3:27])[CH2:23][CH:22]=3)[CH:15]=2)[CH2:10][CH2:9]1)=[O:7])([CH3:4])([CH3:3])[CH3:2].[K+].[C:30]([C:32]1[N:33]=[C:34]([C:45]([O-])=[O:46])[N:35]([CH2:37][O:38][CH2:39][CH2:40][Si:41]([CH3:44])([CH3:43])[CH3:42])[CH:36]=1)#[N:31].C1CN([P+](Br)(N2CCCC2)N2CCCC2)CC1.F[P-](F)(F)(F)(F)F.CCN(C(C)C)C(C)C. The catalyst is C(Cl)Cl. The product is [C:1]([O:5][C:6]([N:8]1[CH2:13][CH2:12][CH:11]([C:14]2[CH:19]=[CH:18][C:17]([NH:20][C:45]([C:34]3[N:35]([CH2:37][O:38][CH2:39][CH2:40][Si:41]([CH3:44])([CH3:43])[CH3:42])[CH:36]=[C:32]([C:30]#[N:31])[N:33]=3)=[O:46])=[C:16]([C:21]3[CH2:26][CH2:25][C:24]([CH3:28])([CH3:27])[CH2:23][CH:22]=3)[CH:15]=2)[CH2:10][CH2:9]1)=[O:7])([CH3:4])([CH3:2])[CH3:3]. The yield is 0.840. (4) The reactants are [Cl:1][C:2]1[CH:3]=[CH:4][C:5]([CH3:12])=[C:6]([CH:11]=1)[C:7]([NH:9][NH2:10])=[O:8].[N:13]([CH2:16][CH2:17][CH2:18][C:19]([C:21]1[CH:26]=[CH:25][CH:24]=[CH:23][CH:22]=1)=O)=[N+:14]=[N-:15].O.C1(C)C=CC(S(O)(=O)=O)=CC=1. The catalyst is C1(C)C=CC=CC=1.CCOC(C)=O. The product is [N:13]([CH2:16][CH2:17][CH2:18][C:19](=[N:10][NH:9][C:7](=[O:8])[C:6]1[CH:11]=[C:2]([Cl:1])[CH:3]=[CH:4][C:5]=1[CH3:12])[C:21]1[CH:26]=[CH:25][CH:24]=[CH:23][CH:22]=1)=[N+:14]=[N-:15]. The yield is 0.590. (5) The reactants are [Br:1][C:2]1[CH:3]=[C:4]2[C:9](=[CH:10][C:11]=1[CH2:12][N:13]1[CH2:18][CH2:17][NH:16][CH2:15][CH2:14]1)[N:8]=[CH:7][N:6]([NH:19][C:20]1[CH:25]=[C:24]([Cl:26])[CH:23]=[CH:22][C:21]=1[S:27]([CH2:30][CH3:31])(=[O:29])=[O:28])[C:5]2=[O:32].[CH3:33][S:34](Cl)(=[O:36])=[O:35].[Cl-].[NH4+].C(OCC)(=O)C. The catalyst is N1C=CC=CC=1. The product is [Br:1][C:2]1[CH:3]=[C:4]2[C:9](=[CH:10][C:11]=1[CH2:12][N:13]1[CH2:18][CH2:17][N:16]([S:34]([CH3:33])(=[O:36])=[O:35])[CH2:15][CH2:14]1)[N:8]=[CH:7][N:6]([NH:19][C:20]1[CH:25]=[C:24]([Cl:26])[CH:23]=[CH:22][C:21]=1[S:27]([CH2:30][CH3:31])(=[O:28])=[O:29])[C:5]2=[O:32]. The yield is 0.520. (6) The reactants are [CH2:1]([C@H:8]1COC(=O)N1)[C:2]1[CH:7]=CC=C[CH:3]=1.[Li]CCCC.CCCCCC.[C:25](Cl)(=[O:29])/[CH:26]=[CH:27]/[CH3:28].C1C[O:34]CC1. No catalyst specified. The product is [CH3:28][C@H:27]1[CH2:3][C@@H:2]([CH3:7])[CH2:1][CH2:8][C@@H:26]1[C:25]([OH:29])=[O:34]. The yield is 0.790.